From a dataset of Reaction yield outcomes from USPTO patents with 853,638 reactions. Predict the reaction yield, written as a fraction of the theoretical maximum amount of product (1.0 means a 100% yield; for example, 0.34 means a 34% yield). (1) The reactants are [Si]([O:8][CH2:9][CH2:10][NH:11][C:12]([C:14]1[C:19]([O:20][CH2:21][C:22]2[CH:27]=[CH:26][CH:25]=[CH:24][CH:23]=2)=[C:18]([OH:28])[N:17]=[C:16]([CH2:29][C:30]2([C:35]3[C:44]4[C:39](=[CH:40][CH:41]=[CH:42][CH:43]=4)[CH:38]=[CH:37][CH:36]=3)[CH2:34][CH2:33][CH2:32][CH2:31]2)[N:15]=1)=[O:13])(C(C)(C)C)(C)C.Cl.CO. The catalyst is O1CCCC1. The product is [OH:8][CH2:9][CH2:10][NH:11][C:12]([C:14]1[C:19]([O:20][CH2:21][C:22]2[CH:23]=[CH:24][CH:25]=[CH:26][CH:27]=2)=[C:18]([OH:28])[N:17]=[C:16]([CH2:29][C:30]2([C:35]3[C:44]4[C:39](=[CH:40][CH:41]=[CH:42][CH:43]=4)[CH:38]=[CH:37][CH:36]=3)[CH2:31][CH2:32][CH2:33][CH2:34]2)[N:15]=1)=[O:13]. The yield is 0.590. (2) The reactants are [Br:1][C:2]1[CH:3]=[CH:4][C:5]2[O:14][CH2:13][CH2:12][C:11]3[C:7](=[N:8][NH:9][CH:10]=3)[C:6]=2[CH:15]=1.[CH:16]([N:19]1[CH:23]=[N:22][N:21]=[C:20]1S(C)(=O)=O)([CH3:18])[CH3:17].C(=O)([O-])[O-].[Cs+].[Cs+]. The catalyst is C1COCC1. The product is [Br:1][C:2]1[CH:3]=[CH:4][C:5]2[O:14][CH2:13][CH2:12][C:11]3[C:7](=[N:8][N:9]([C:20]4[N:19]([CH:16]([CH3:18])[CH3:17])[CH:23]=[N:22][N:21]=4)[CH:10]=3)[C:6]=2[CH:15]=1. The yield is 0.430. (3) The reactants are C(OC([N:11]1[C:16]2[CH:17]=[C:18]([Cl:34])[CH:19]=[C:20]([N:21]3[CH2:26][CH2:25][N:24]([C:27]([O:29][C:30]([CH3:33])([CH3:32])[CH3:31])=[O:28])[CH2:23][CH2:22]3)[C:15]=2[O:14][CH2:13][CH2:12]1)=O)C1C=CC=CC=1. The catalyst is C(O)C.[Pd]. The product is [C:30]([O:29][C:27]([N:24]1[CH2:23][CH2:22][N:21]([C:20]2[C:15]3[O:14][CH2:13][CH2:12][NH:11][C:16]=3[CH:17]=[C:18]([Cl:34])[CH:19]=2)[CH2:26][CH2:25]1)=[O:28])([CH3:33])([CH3:31])[CH3:32]. The yield is 0.710.